Dataset: Catalyst prediction with 721,799 reactions and 888 catalyst types from USPTO. Task: Predict which catalyst facilitates the given reaction. (1) Reactant: [OH:1][CH:2]1[CH2:5][N:4]([C:6]2[N:7]([CH3:40])[C:8](=[O:39])[C:9]3[C:14]([C:15]4[CH:20]=[CH:19][CH:18]=[CH:17][CH:16]=4)=[C:13]([C:21]4[CH:26]=[CH:25][C:24]([C:27]5([NH:31]C(=O)OC(C)(C)C)[CH2:30][CH2:29][CH2:28]5)=[CH:23][CH:22]=4)[O:12][C:10]=3[N:11]=2)[CH2:3]1.C(O)(C(F)(F)F)=O. Product: [NH2:31][C:27]1([C:24]2[CH:23]=[CH:22][C:21]([C:13]3[O:12][C:10]4[N:11]=[C:6]([N:4]5[CH2:3][CH:2]([OH:1])[CH2:5]5)[N:7]([CH3:40])[C:8](=[O:39])[C:9]=4[C:14]=3[C:15]3[CH:20]=[CH:19][CH:18]=[CH:17][CH:16]=3)=[CH:26][CH:25]=2)[CH2:28][CH2:29][CH2:30]1. The catalyst class is: 2. (2) Reactant: [CH2:1]1COCC1.CO.[CH:8]1([N:11]([CH2:44][C:45]2[CH:50]=[C:49]([O:51][CH2:52][CH2:53][CH2:54]SC)[N:48]=[C:47]([CH2:57][CH2:58][CH2:59][O:60][CH3:61])[CH:46]=2)[C:12](=[O:43])[CH:13]([CH2:23][C:24]2[CH:29]=[CH:28][C:27]([O:30][CH2:31][CH2:32][O:33][C:34]3[C:39]([Cl:40])=[CH:38][C:37]([CH3:41])=[CH:36][C:35]=3[Cl:42])=[CH:26][CH:25]=2)[CH2:14][NH:15][C:16](=[O:22])[O:17][C:18]([CH3:21])([CH3:20])[CH3:19])[CH2:10][CH2:9]1.O[O:63][S:64]([O-:66])=O.[K+]. Product: [CH:8]1([N:11]([CH2:44][C:45]2[CH:50]=[C:49]([O:51][CH2:52][CH2:53][CH2:54][S:64]([CH3:1])(=[O:66])=[O:63])[N:48]=[C:47]([CH2:57][CH2:58][CH2:59][O:60][CH3:61])[CH:46]=2)[C:12](=[O:43])[CH:13]([CH2:23][C:24]2[CH:29]=[CH:28][C:27]([O:30][CH2:31][CH2:32][O:33][C:34]3[C:39]([Cl:40])=[CH:38][C:37]([CH3:41])=[CH:36][C:35]=3[Cl:42])=[CH:26][CH:25]=2)[CH2:14][NH:15][C:16](=[O:22])[O:17][C:18]([CH3:19])([CH3:20])[CH3:21])[CH2:9][CH2:10]1. The catalyst class is: 6.